This data is from Reaction yield outcomes from USPTO patents with 853,638 reactions. The task is: Predict the reaction yield, written as a fraction of the theoretical maximum amount of product (1.0 means a 100% yield; for example, 0.34 means a 34% yield). (1) The catalyst is COC(C)(C)C. The yield is 1.00. The product is [CH3:11][O:10][C:7]1[N:6]=[CH:5][C:4]([CH2:3][OH:2])=[CH:9][CH:8]=1. The reactants are C[O:2][C:3](=O)[C:4]1[CH:9]=[CH:8][C:7]([O:10][CH3:11])=[N:6][CH:5]=1.[H-].COCCO[Al+]OCCOC.[Na+].[H-].[OH-].[Na+]. (2) The reactants are Br[C:2]1[C:3]([CH3:8])=[N:4][CH:5]=[CH:6][CH:7]=1.CC1(C)C(C)(C)OB([C:17]2[CH2:18][CH2:19][N:20]([C:23]([O:25][C:26]([CH3:29])([CH3:28])[CH3:27])=[O:24])[CH2:21][CH:22]=2)O1.C(=O)([O-])[O-].[Na+].[Na+]. The catalyst is C1COCC1.O.C(OCC)(=O)C.Cl[Pd](Cl)([P](C1C=CC=CC=1)(C1C=CC=CC=1)C1C=CC=CC=1)[P](C1C=CC=CC=1)(C1C=CC=CC=1)C1C=CC=CC=1. The product is [CH3:8][C:3]1[C:2]([C:17]2[CH2:22][CH2:21][N:20]([C:23]([O:25][C:26]([CH3:29])([CH3:28])[CH3:27])=[O:24])[CH2:19][CH:18]=2)=[CH:7][CH:6]=[CH:5][N:4]=1. The yield is 0.760. (3) The reactants are Br[C:2]1[CH:8]=[C:7]([F:9])[CH:6]=[C:5]([O:10][CH3:11])[C:3]=1[NH2:4].C([Sn](CCCC)(CCCC)[C:17]([O:19]CC)=[CH2:18])CCC.Cl. The catalyst is O1CCOCC1. The product is [NH2:4][C:3]1[C:5]([O:10][CH3:11])=[CH:6][C:7]([F:9])=[CH:8][C:2]=1[C:17](=[O:19])[CH3:18]. The yield is 0.700. (4) The reactants are [Br:1][C:2]1[CH:11]=[C:10]2[C:5]([CH:6]=[CH:7][N:8]=[C:9]2[OH:12])=[CH:4][CH:3]=1.[F:13][C:14]1[CH:15]=[C:16]([CH:19]=[CH:20][CH:21]=1)[CH2:17]Br.C(=O)([O-])[O-].[Cs+].[Cs+]. The catalyst is CN(C)C=O. The product is [Br:1][C:2]1[CH:11]=[C:10]2[C:5]([CH:6]=[CH:7][N:8]([CH2:17][C:16]3[CH:19]=[CH:20][CH:21]=[C:14]([F:13])[CH:15]=3)[C:9]2=[O:12])=[CH:4][CH:3]=1. The yield is 0.492. (5) The reactants are [CH2:1]([O:3][C:4]([C:6]1[C:7](=[O:23])[C:8]2[C:13]([C:14]=1[C:15]1[CH:20]=[CH:19][CH:18]=[CH:17][CH:16]=1)=[CH:12][CH:11]=[C:10]([O:21][CH3:22])[CH:9]=2)=[O:5])[CH3:2].[CH3:24][O:25][C:26]1[CH:27]=[C:28]([Mg]Br)[CH:29]=[CH:30][CH:31]=1. The catalyst is C1COCC1. The product is [CH2:1]([O:3][C:4]([C:6]1[C:7]([OH:23])([C:30]2[CH:29]=[CH:28][CH:27]=[C:26]([O:25][CH3:24])[CH:31]=2)[C:8]2[C:13]([C:14]=1[C:15]1[CH:20]=[CH:19][CH:18]=[CH:17][CH:16]=1)=[CH:12][CH:11]=[C:10]([O:21][CH3:22])[CH:9]=2)=[O:5])[CH3:2]. The yield is 0.904. (6) The reactants are [CH:1]([NH2:4])([CH3:3])[CH3:2].N1C=CC=CC=1.CN(C1C=CC=CN=1)C.[F:20][C:21]([F:32])([F:31])[C:22](O[C:22](=[O:23])[C:21]([F:32])([F:31])[F:20])=[O:23]. The catalyst is C1COCC1.O. The product is [F:20][C:21]([F:32])([F:31])[C:22]([NH:4][CH:1]([CH3:3])[CH3:2])=[O:23]. The yield is 1.00.